From a dataset of Full USPTO retrosynthesis dataset with 1.9M reactions from patents (1976-2016). Predict the reactants needed to synthesize the given product. Given the product [CH2:19]([NH:20][S:8]([C:5]1[CH:6]=[CH:7][C:2]([Br:1])=[C:3]([F:12])[CH:4]=1)(=[O:10])=[O:9])[C:13]1[CH:18]=[CH:17][CH:16]=[CH:15][CH:14]=1, predict the reactants needed to synthesize it. The reactants are: [Br:1][C:2]1[CH:7]=[CH:6][C:5]([S:8](Cl)(=[O:10])=[O:9])=[CH:4][C:3]=1[F:12].[C:13]1([CH2:19][NH2:20])[CH:18]=[CH:17][CH:16]=[CH:15][CH:14]=1.